This data is from Reaction yield outcomes from USPTO patents with 853,638 reactions. The task is: Predict the reaction yield, written as a fraction of the theoretical maximum amount of product (1.0 means a 100% yield; for example, 0.34 means a 34% yield). (1) The reactants are C([SiH](CC)CC)C.[CH3:8][O:9][C:10]([C:12]1[NH:13][CH:14]=[C:15]([C:17](=O)[CH2:18][C:19]2[CH:24]=[CH:23][CH:22]=[CH:21][CH:20]=2)[CH:16]=1)=[O:11]. The catalyst is FC(F)(F)C(O)=O. The product is [CH3:8][O:9][C:10]([C:12]1[NH:13][CH:14]=[C:15]([CH2:17][CH2:18][C:19]2[CH:24]=[CH:23][CH:22]=[CH:21][CH:20]=2)[CH:16]=1)=[O:11]. The yield is 0.503. (2) The reactants are [N:1]12[CH2:8][CH2:7][C:4]([C:9]([C:17]3[CH:22]=[CH:21][CH:20]=[CH:19][CH:18]=3)([C:11]3[CH:16]=[CH:15][CH:14]=[CH:13][CH:12]=3)[OH:10])([CH2:5][CH2:6]1)[CH2:3][CH2:2]2.[F:23][C:24]1[CH:25]=[C:26]([O:30][CH2:31][CH2:32][CH2:33][Br:34])[CH:27]=[CH:28][CH:29]=1. The catalyst is CC#N. The product is [Br-:34].[F:23][C:24]1[CH:25]=[C:26]([O:30][CH2:31][CH2:32][CH2:33][N+:1]23[CH2:6][CH2:5][C:4]([C:9]([OH:10])([C:17]4[CH:22]=[CH:21][CH:20]=[CH:19][CH:18]=4)[C:11]4[CH:12]=[CH:13][CH:14]=[CH:15][CH:16]=4)([CH2:3][CH2:2]2)[CH2:7][CH2:8]3)[CH:27]=[CH:28][CH:29]=1. The yield is 0.531. (3) The reactants are [Cl:1][C:2]1[CH:7]=[CH:6][C:5]([CH:8]([C:12]2[CH:17]=[CH:16][C:15]([Cl:18])=[CH:14][CH:13]=2)[C:9]([OH:11])=[O:10])=[CH:4][CH:3]=1.[CH3:19]O. The catalyst is Cl. The product is [CH3:19][O:10][C:9](=[O:11])[CH:8]([C:12]1[CH:13]=[CH:14][C:15]([Cl:18])=[CH:16][CH:17]=1)[C:5]1[CH:4]=[CH:3][C:2]([Cl:1])=[CH:7][CH:6]=1. The yield is 0.780. (4) The reactants are [C:1]([O:9][CH2:10][CH2:11][CH2:12][CH2:13][N:14]=[N+:15]=[N-:16])(=[O:8])[C:2]1[CH:7]=[CH:6][CH:5]=[CH:4][CH:3]=1.[C:17]([O:21][C:22]([CH3:25])([CH3:24])[CH3:23])(=[O:20])[C:18]#[CH:19].O=C1O[C@H]([C@H](CO)O)C(O)=C1O. The catalyst is CC(O)(C)C.O. The product is [C:1]([O:9][CH2:10][CH2:11][CH2:12][CH2:13][N:14]1[CH:19]=[C:18]([C:17]([O:21][C:22]([CH3:25])([CH3:24])[CH3:23])=[O:20])[N:16]=[N:15]1)(=[O:8])[C:2]1[CH:3]=[CH:4][CH:5]=[CH:6][CH:7]=1. The yield is 0.830. (5) The reactants are C[O:2][C:3]1[C:4]([CH3:37])=[C:5]([C:28]([O:35]C)=[C:29]([O:33][CH3:34])[C:30]=1[O:31][CH3:32])[CH2:6][C:7]1[CH:8]=[CH:9][C:10]([O:21][C:22]2[CH:27]=[CH:26][N:25]=[CH:24][CH:23]=2)=[C:11]([CH:20]=1)[C:12]([N:14]1[CH2:19][CH2:18][O:17][CH2:16][CH2:15]1)=[O:13].O=[N+]([O-])[O-].[O-][N+](=O)[O-].[O-][N+](=O)[O-].[O-][N+](=O)[O-].[O-][N+](=O)[O-].[O-][N+](=O)[O-].[Ce+4].[NH4+].[NH4+]. The catalyst is C(#N)C.O. The product is [CH3:32][O:31][C:30]1[C:3](=[O:2])[C:4]([CH3:37])=[C:5]([CH2:6][C:7]2[CH:8]=[CH:9][C:10]([O:21][C:22]3[CH:23]=[CH:24][N:25]=[CH:26][CH:27]=3)=[C:11]([CH:20]=2)[C:12]([N:14]2[CH2:15][CH2:16][O:17][CH2:18][CH2:19]2)=[O:13])[C:28](=[O:35])[C:29]=1[O:33][CH3:34]. The yield is 0.630. (6) The yield is 0.950. The catalyst is CCO. The product is [C:1]([C:3]1[C:4]([CH3:17])=[CH:5][C:6]([CH:13]2[CH2:16][CH2:15][CH2:14]2)=[C:7]([CH:12]=1)[C:8]([NH:18][NH2:19])=[O:9])#[N:2]. The reactants are [C:1]([C:3]1[C:4]([CH3:17])=[CH:5][C:6]([CH:13]2[CH2:16][CH2:15][CH2:14]2)=[C:7]([CH:12]=1)[C:8](OC)=[O:9])#[N:2].[NH2:18][NH2:19]. (7) The reactants are [C:1](=[O:20])([O:12][CH2:13][C:14]1[CH:19]=[CH:18][N:17]=[CH:16][CH:15]=1)OC1C=CC([N+]([O-])=O)=CC=1.C[CH2:22][N:23](C(C)C)[CH:24](C)C.CNC.[ClH:33].CCOCC. The catalyst is CN(C=O)C.CN(C1C=CN=CC=1)C. The product is [ClH:33].[CH3:22][N:23]([CH3:24])[C:1](=[O:20])[O:12][CH2:13][C:14]1[CH:15]=[CH:16][N:17]=[CH:18][CH:19]=1. The yield is 0.610.